Predict the product of the given reaction. From a dataset of Forward reaction prediction with 1.9M reactions from USPTO patents (1976-2016). The product is: [Cl:1][C:2]1[C:7]([F:8])=[CH:6][CH:5]=[C:4]([Cl:9])[C:3]=1[CH:10]([O:12][C:13]1[C:14]([NH2:30])=[N:15][CH:16]=[C:17]([C:19]2[N:20]=[N:21][N:22]([CH:24]3[CH2:29][CH2:28][N:27]([CH3:31])[CH2:26][CH2:25]3)[CH:23]=2)[CH:18]=1)[CH3:11]. Given the reactants [Cl:1][C:2]1[C:7]([F:8])=[CH:6][CH:5]=[C:4]([Cl:9])[C:3]=1[CH:10]([O:12][C:13]1[C:14]([NH2:30])=[N:15][CH:16]=[C:17]([C:19]2[N:20]=[N:21][N:22]([CH:24]3[CH2:29][CH2:28][NH:27][CH2:26][CH2:25]3)[CH:23]=2)[CH:18]=1)[CH3:11].[C:31](=O)([O-])[O-].[K+].[K+].IC, predict the reaction product.